From a dataset of Reaction yield outcomes from USPTO patents with 853,638 reactions. Predict the reaction yield, written as a fraction of the theoretical maximum amount of product (1.0 means a 100% yield; for example, 0.34 means a 34% yield). (1) The reactants are Cl[C:2]1[N:3]=[C:4]([CH2:15][OH:16])[CH:5]=[C:6]2[CH:10]=[C:9]([Si:11]([CH3:14])([CH3:13])[CH3:12])[O:8][C:7]=12.C1CCCCC=1. The catalyst is CCO.[Pd]. The product is [CH3:12][Si:11]([CH3:14])([CH3:13])[C:9]1[O:8][C:7]2=[CH:2][N:3]=[C:4]([CH2:15][OH:16])[CH:5]=[C:6]2[CH:10]=1. The yield is 0.900. (2) The reactants are [CH3:1][C:2]1[CH:3]=[C:4]([C:8]([N:10]=[C:11]=[S:12])=[O:9])[CH:5]=[CH:6][CH:7]=1.[CH3:13][O:14][C:15]1[CH:16]=[C:17]2[C:22](=[CH:23][C:24]=1[O:25][CH3:26])[N:21]=[CH:20][CH:19]=[C:18]2[O:27][C:28]1[CH:34]=[CH:33][C:31]([NH2:32])=[C:30]([CH3:35])[C:29]=1[CH3:36].C1(C)C=CC=CC=1. The catalyst is C(O)C. The product is [CH3:13][O:14][C:15]1[CH:16]=[C:17]2[C:22](=[CH:23][C:24]=1[O:25][CH3:26])[N:21]=[CH:20][CH:19]=[C:18]2[O:27][C:28]1[CH:34]=[CH:33][C:31]([NH:32][C:11]([NH:10][C:8](=[O:9])[C:4]2[CH:5]=[CH:6][CH:7]=[C:2]([CH3:1])[CH:3]=2)=[S:12])=[C:30]([CH3:35])[C:29]=1[CH3:36]. The yield is 0.830. (3) The reactants are C[O:2][C:3](=[O:22])[C:4]1[CH:16]=[C:15]([C:17]2[O:18][CH:19]=[CH:20][N:21]=2)[CH:14]=[C:6]([C:7]([N:9]([CH3:13])[CH2:10][CH2:11][CH3:12])=[O:8])[CH:5]=1.[OH-].[Li+]. The catalyst is C1COCC1. The product is [CH3:13][N:9]([CH2:10][CH2:11][CH3:12])[C:7](=[O:8])[C:6]1[CH:5]=[C:4]([CH:16]=[C:15]([C:17]2[O:18][CH:19]=[CH:20][N:21]=2)[CH:14]=1)[C:3]([OH:22])=[O:2]. The yield is 1.00. (4) The reactants are Br[CH2:2][C:3]1[CH:7]=[C:6]([C:8]([O:10]CC)=[O:9])[N:5]([C:13]2[CH:18]=[CH:17][C:16]([O:19][CH3:20])=[CH:15][CH:14]=2)[N:4]=1.[CH3:21][O-:22].[Na+]. The catalyst is CO.O. The product is [CH3:20][O:19][C:16]1[CH:15]=[CH:14][C:13]([N:5]2[C:6]([C:8]([OH:10])=[O:9])=[CH:7][C:3]([CH2:2][O:22][CH3:21])=[N:4]2)=[CH:18][CH:17]=1. The yield is 0.610. (5) The reactants are C([Li])CCC.CN(C)CCN(C)C.[CH:14]([O:17][C:18]1[CH:23]=[CH:22][CH:21]=[CH:20][C:19]=1[C:24]1[CH:29]=[CH:28][CH:27]=[CH:26][CH:25]=1)([CH3:16])[CH3:15].CN(C)[CH:32]=[O:33].[Cl-].[NH4+]. The catalyst is O1CCCC1. The product is [CH:14]([O:17][C:18]1[C:23]([CH:32]=[O:33])=[CH:22][CH:21]=[CH:20][C:19]=1[C:24]1[CH:29]=[CH:28][CH:27]=[CH:26][CH:25]=1)([CH3:16])[CH3:15]. The yield is 0.160. (6) The yield is 0.940. The product is [CH2:22]([Sn:17]([CH2:13][CH2:14][CH2:15][CH3:16])([CH2:18][CH2:19][CH2:20][CH3:21])[C:7]1[CH:12]=[CH:11][CH:10]=[CH:9][N:8]=1)[CH2:23][CH2:24][CH3:25]. The reactants are C([Li])CCC.Br[C:7]1[CH:12]=[CH:11][CH:10]=[CH:9][N:8]=1.[CH2:13]([Sn:17](Cl)([CH2:22][CH2:23][CH2:24][CH3:25])[CH2:18][CH2:19][CH2:20][CH3:21])[CH2:14][CH2:15][CH3:16].[NH4+].[Cl-]. The catalyst is C1COCC1. (7) The yield is 0.770. The reactants are [NH2:1][C:2]1[CH:7]=[C:6]([F:8])[C:5]([F:9])=[CH:4][C:3]=1[NH:10][C:11](=O)[C@@H:12]([NH:14][C:15](=[O:21])[O:16][C:17]([CH3:20])([CH3:19])[CH3:18])[CH3:13]. The catalyst is CC(O)=O. The product is [F:9][C:5]1[C:6]([F:8])=[CH:7][C:2]2[NH:1][C:11]([C@@H:12]([NH:14][C:15](=[O:21])[O:16][C:17]([CH3:20])([CH3:19])[CH3:18])[CH3:13])=[N:10][C:3]=2[CH:4]=1. (8) The reactants are [CH2:1]([N:8]1[C:16]2[CH:15]=[CH:14]N[C:12](=[O:17])[C:11]=2[CH:10]=[C:9]1[CH3:18])[C:2]1[CH:7]=[CH:6][CH:5]=[CH:4][CH:3]=1.[H-].[Na+].[CH2:21](Br)[C:22]1[CH:27]=[CH:26][CH:25]=[CH:24][CH:23]=1.[CH3:29]N(C=O)C. The catalyst is C(OCC)(=O)C. The product is [CH2:1]([N:8]1[C:16]2[C:11](=[C:12]([O:17][CH2:21][C:22]3[CH:27]=[CH:26][CH:25]=[CH:24][CH:23]=3)[CH:29]=[CH:14][CH:15]=2)[CH:10]=[C:9]1[CH3:18])[C:2]1[CH:7]=[CH:6][CH:5]=[CH:4][CH:3]=1. The yield is 0.720. (9) The reactants are [Br:1][C:2]1[C:7]([F:8])=[CH:6][C:5]([NH:9][C:10](=[O:15])[C:11]([CH3:14])([CH3:13])[CH3:12])=[C:4]([C:16]2[CH:21]=[CH:20][CH:19]=[CH:18][N:17]=2)[CH:3]=1.[N+:22]([O-])([OH:24])=[O:23]. The catalyst is OS(O)(=O)=O. The product is [Br:1][C:2]1[CH:3]=[C:4]([C:16]2[CH:21]=[CH:20][CH:19]=[CH:18][N:17]=2)[C:5]([NH:9][C:10](=[O:15])[C:11]([CH3:12])([CH3:13])[CH3:14])=[C:6]([N+:22]([O-:24])=[O:23])[C:7]=1[F:8]. The yield is 0.760. (10) The reactants are [Cl:1][C:2]1[C:13]([N+:14]([O-:16])=[O:15])=[CH:12][C:11]([N+:17]([O-:19])=[O:18])=[CH:10][C:3]=1[C:4]([NH:6][CH2:7][CH2:8][OH:9])=[O:5].N1C=NN=N1.C(N(C(C)C)[P:29]([O:35][C:36]([CH3:39])([CH3:38])[CH3:37])[O:30][C:31]([CH3:34])([CH3:33])[CH3:32])(C)C.[OH:43]O. The catalyst is CN(C=O)C.C1COCC1. The product is [P:29]([O:9][CH2:8][CH2:7][NH:6][C:4](=[O:5])[C:3]1[CH:10]=[C:11]([N+:17]([O-:19])=[O:18])[CH:12]=[C:13]([N+:14]([O-:16])=[O:15])[C:2]=1[Cl:1])([O:30][C:31]([CH3:32])([CH3:33])[CH3:34])([O:35][C:36]([CH3:37])([CH3:38])[CH3:39])=[O:43]. The yield is 0.510.